Dataset: Peptide-MHC class I binding affinity with 185,985 pairs from IEDB/IMGT. Task: Regression. Given a peptide amino acid sequence and an MHC pseudo amino acid sequence, predict their binding affinity value. This is MHC class I binding data. (1) The peptide sequence is LAKVVSQL. The MHC is H-2-Kb with pseudo-sequence H-2-Kb. The binding affinity (normalized) is 0.0876. (2) The peptide sequence is AVHVASGFI. The MHC is Mamu-A2601 with pseudo-sequence Mamu-A2601. The binding affinity (normalized) is 0. (3) The peptide sequence is PIFFCLWVY. The MHC is HLA-A02:01 with pseudo-sequence HLA-A02:01. The binding affinity (normalized) is 0.312. (4) The peptide sequence is GAIKNSTAI. The MHC is H-2-Db with pseudo-sequence H-2-Db. The binding affinity (normalized) is 1.00. (5) The peptide sequence is RSLYNTVAVLY. The MHC is HLA-A02:06 with pseudo-sequence HLA-A02:06. The binding affinity (normalized) is 0.409. (6) The peptide sequence is LFNTVAVLY. The MHC is HLA-B08:03 with pseudo-sequence HLA-B08:03. The binding affinity (normalized) is 0.0847. (7) The peptide sequence is AIFQSSMTK. The MHC is HLA-A11:01 with pseudo-sequence HLA-A11:01. The binding affinity (normalized) is 0.964.